This data is from Forward reaction prediction with 1.9M reactions from USPTO patents (1976-2016). The task is: Predict the product of the given reaction. Given the reactants [CH:1]1([C:4]([N:6]2[CH2:11][CH2:10][N:9]([C:12]([C:14]3[CH:15]=[C:16]([CH:20]4[C:25]5=[N:26][NH:27][C:28](=[O:33])[C:29]6[CH:30]=[CH:31][CH:32]=[C:23]([C:24]=65)[NH:22][CH:21]4[C:34]4[CH:41]=[CH:40][C:37]([CH:38]=[O:39])=[CH:36][CH:35]=4)[CH:17]=[CH:18][CH:19]=3)=[O:13])[CH2:8][CH2:7]2)=[O:5])[CH2:3][CH2:2]1.[CH3:42][NH:43][CH3:44].[BH4-].[Na+], predict the reaction product. The product is: [CH3:42][N:43]([CH2:38][C:37]1[CH:40]=[CH:41][C:34]([CH:21]2[NH:22][C:23]3[C:24]4[C:25](=[N:26][NH:27][C:28](=[O:33])[C:29]=4[CH:30]=[CH:31][CH:32]=3)[CH2:20]2)=[CH:35][CH:36]=1)[CH3:44].[CH:1]1([C:4]([N:6]2[CH2:11][CH2:10][N:9]([C:12]([C:14]3[CH:15]=[C:16]([CH:20]4[C:25]5=[N:26][NH:27][C:28](=[O:33])[C:29]6[CH:30]=[CH:31][CH:32]=[C:23]([C:24]=65)[NH:22][CH:21]4[C:34]4[CH:35]=[CH:36][C:37]([CH2:38][OH:39])=[CH:40][CH:41]=4)[CH:17]=[CH:18][CH:19]=3)=[O:13])[CH2:8][CH2:7]2)=[O:5])[CH2:3][CH2:2]1.